This data is from Catalyst prediction with 721,799 reactions and 888 catalyst types from USPTO. The task is: Predict which catalyst facilitates the given reaction. (1) Reactant: [F:1][C:2]1[CH:7]=[C:6]([C:8]([F:11])([F:10])[F:9])[CH:5]=[CH:4][C:3]=1[C:12]1[C:13]2[N:20]=[N:19][N:18]([C:21]3[CH:26]=[CH:25][C:24]([O:27]C)=[CH:23][CH:22]=3)[C:14]=2[N:15]=[CH:16][N:17]=1.B(Br)(Br)Br.CO.O. Product: [F:1][C:2]1[CH:7]=[C:6]([C:8]([F:9])([F:10])[F:11])[CH:5]=[CH:4][C:3]=1[C:12]1[C:13]2[N:20]=[N:19][N:18]([C:21]3[CH:26]=[CH:25][C:24]([OH:27])=[CH:23][CH:22]=3)[C:14]=2[N:15]=[CH:16][N:17]=1. The catalyst class is: 4. (2) Product: [F:12][C:11]([F:14])([F:13])[C:8]1[CH:9]=[CH:10][C:5]([C:15](=[O:21])[C:16]([O:18][CH2:19][CH3:20])=[O:17])=[CH:6][CH:7]=1. Reactant: II.[Mg].Br[C:5]1[CH:10]=[CH:9][C:8]([C:11]([F:14])([F:13])[F:12])=[CH:7][CH:6]=1.[C:15](OCC)(=[O:21])[C:16]([O:18][CH2:19][CH3:20])=[O:17].[Cl-].[NH4+]. The catalyst class is: 1. (3) Reactant: [Cl:1][C:2]1[C:10]2[S:9][C:8]([S:11][CH3:12])=[N:7][C:6]=2[CH:5]=[CH:4][C:3]=1[O:13][C:14]1[CH:19]=[CH:18][N:17]=[C:16]([C:20]([NH:22][CH3:23])=[O:21])[CH:15]=1.C1C=C(Cl)C=C(C(OO)=[O:32])C=1. Product: [Cl:1][C:2]1[C:10]2[S:9][C:8]([S:11]([CH3:12])=[O:32])=[N:7][C:6]=2[CH:5]=[CH:4][C:3]=1[O:13][C:14]1[CH:19]=[CH:18][N:17]=[C:16]([C:20]([NH:22][CH3:23])=[O:21])[CH:15]=1. The catalyst class is: 2.